This data is from Catalyst prediction with 721,799 reactions and 888 catalyst types from USPTO. The task is: Predict which catalyst facilitates the given reaction. (1) Product: [C:1]1([N:7]2[CH2:8][CH2:9][N:10]([C:13]([O:15][CH2:16][CH:17]3[CH2:22][CH2:21][N:20]([CH2:24][CH2:25][O:26][CH3:27])[CH2:19][CH2:18]3)=[O:14])[CH2:11][CH2:12]2)[CH:2]=[CH:3][CH:4]=[CH:5][CH:6]=1. Reactant: [C:1]1([N:7]2[CH2:12][CH2:11][N:10]([C:13]([O:15][CH2:16][CH:17]3[CH2:22][CH2:21][NH:20][CH2:19][CH2:18]3)=[O:14])[CH2:9][CH2:8]2)[CH:6]=[CH:5][CH:4]=[CH:3][CH:2]=1.Br[CH2:24][CH2:25][O:26][CH3:27].CCN(C(C)C)C(C)C. The catalyst class is: 3. (2) Reactant: O([C:9]1[CH:18]=[CH:17][C:16]2[CH2:15][CH2:14][CH2:13][CH2:12][C:11]=2[C:10]=1[N+:19]([O-:21])=[O:20])S(C(F)(F)F)(=O)=O.[NH2:22][C:23]1[CH:24]=[C:25]([CH:28]=[CH:29][CH:30]=1)[C:26]#[N:27].C(=O)([O-])[O-].[K+].[K+].C1(P(C2C=CC=CC=2)C2C=CC=CC=2)C=CC=CC=1. Product: [N+:19]([C:10]1[C:11]2[CH2:12][CH2:13][CH2:14][CH2:15][C:16]=2[CH:17]=[CH:18][C:9]=1[NH:22][C:23]1[CH:24]=[C:25]([CH:28]=[CH:29][CH:30]=1)[C:26]#[N:27])([O-:21])=[O:20]. The catalyst class is: 206. (3) Reactant: [OH:1][C:2]1[CH:7]=[CH:6][CH:5]=[CH:4][C:3]=1[C:8]1[O:9][C:10]2[CH:18]=[CH:17][CH:16]=[CH:15][C:11]=2[C:12](=O)[N:13]=1.C(N(CC)CC)C.Cl.[N+:27]([C:30]1[CH:35]=[CH:34][C:33]([NH:36][NH2:37])=[CH:32][CH:31]=1)([O-:29])=[O:28]. Product: [OH:1][C:2]1[CH:7]=[CH:6][CH:5]=[CH:4][C:3]=1[C:8]1[N:13]=[C:12]([C:11]2[CH:15]=[CH:16][CH:17]=[CH:18][C:10]=2[OH:9])[N:36]([C:33]2[CH:34]=[CH:35][C:30]([N+:27]([O-:29])=[O:28])=[CH:31][CH:32]=2)[N:37]=1. The catalyst class is: 8. (4) Reactant: [NH2:1][C:2]1[CH:3]=[C:4]([CH:10]=[CH:11][C:12]=1[N:13]1[CH2:18][CH2:17][CH2:16][CH2:15][CH2:14]1)[C:5]([O:7][CH2:8][CH3:9])=[O:6].OO.C(=O)(O)[O-].[Na+]. Product: [CH2:18]1[N:13]2[C:12]3[CH:11]=[CH:10][C:4]([C:5]([O:7][CH2:8][CH3:9])=[O:6])=[CH:3][C:2]=3[N:1]=[C:14]2[CH2:15][CH2:16][CH2:17]1. The catalyst class is: 106. (5) Reactant: [CH3:1][C:2]1[CH2:7][O:6][CH:5]([C:8]([OH:10])=[O:9])[CH2:4][CH:3]=1. Product: [CH3:1][CH:2]1[CH2:7][O:6][CH:5]([C:8]([OH:10])=[O:9])[CH2:4][CH2:3]1. The catalyst class is: 465.